Dataset: Reaction yield outcomes from USPTO patents with 853,638 reactions. Task: Predict the reaction yield, written as a fraction of the theoretical maximum amount of product (1.0 means a 100% yield; for example, 0.34 means a 34% yield). The reactants are [Br:1][C:2]1[CH:3]=[N:4][NH:5][CH:6]=1.Cl.C(OCN1C2N=CN=C(C3C=NN([CH:30]([O:32][CH2:33][CH3:34])[CH3:31])C=3)C=2C=C1)(=O)C(C)(C)C. The catalyst is C(Cl)Cl.O1CCOCC1. The product is [Br:1][C:2]1[CH:3]=[N:4][N:5]([CH2:31][CH2:30][O:32][CH2:33][CH3:34])[CH:6]=1. The yield is 0.970.